From a dataset of Full USPTO retrosynthesis dataset with 1.9M reactions from patents (1976-2016). Predict the reactants needed to synthesize the given product. (1) Given the product [F:29][CH:2]([F:1])[O:3][C:4]1[CH:5]=[C:6]([C:11]2[O:12][CH:13]=[C:14]([CH2:16][CH2:17][C:18]([C:20]3[CH:25]=[CH:24][CH:23]=[CH:22][C:21]=3[O:26][CH2:27][CH3:28])=[O:19])[N:15]=2)[CH:7]=[CH:8][C:9]=1[O:10][CH2:30][CH3:31], predict the reactants needed to synthesize it. The reactants are: [F:1][CH:2]([F:29])[O:3][C:4]1[CH:5]=[C:6]([C:11]2[O:12][CH:13]=[C:14]([CH2:16][CH2:17][C:18]([C:20]3[CH:25]=[CH:24][CH:23]=[CH:22][C:21]=3[O:26][CH2:27][CH3:28])=[O:19])[N:15]=2)[CH:7]=[CH:8][C:9]=1[OH:10].[CH2:30](I)[CH3:31]. (2) Given the product [CH3:13][C:10]1[N:9]=[C:8]([N+:14]([O-:16])=[O:15])[C:7]([N:19]2[CH2:20][CH2:21][CH:22]([NH:25][C:26](=[O:32])[O:27][C:28]([CH3:30])([CH3:29])[CH3:31])[CH2:23][CH2:24]2)=[CH:12][CH:11]=1, predict the reactants needed to synthesize it. The reactants are: FC(F)(F)S(O[C:7]1[C:8]([N+:14]([O-:16])=[O:15])=[N:9][C:10]([CH3:13])=[CH:11][CH:12]=1)(=O)=O.[NH:19]1[CH2:24][CH2:23][CH:22]([NH:25][C:26](=[O:32])[O:27][C:28]([CH3:31])([CH3:30])[CH3:29])[CH2:21][CH2:20]1.C(N(CC)CC)C. (3) Given the product [S:17]([C:6]([S:17]([C:14]1[CH:15]=[CH:16][C:11]([CH3:21])=[CH:12][CH:13]=1)(=[O:19])=[O:18])([NH:7][CH2:8][CH2:9][OH:10])[C:5]([S:17]([C:14]1[CH:15]=[CH:16][C:11]([CH3:21])=[CH:12][CH:13]=1)(=[O:19])=[O:18])([S:17]([C:14]1[CH:15]=[CH:16][C:11]([CH3:21])=[CH:12][CH:13]=1)(=[O:19])=[O:18])[NH:4][CH2:3][CH2:2][OH:1])([C:14]1[CH:15]=[CH:16][C:11]([CH3:21])=[CH:12][CH:13]=1)(=[O:19])=[O:18], predict the reactants needed to synthesize it. The reactants are: [OH:1][CH2:2][CH2:3][NH:4][CH2:5][CH2:6][NH:7][CH2:8][CH2:9][OH:10].[C:11]1([CH3:21])[CH:16]=[CH:15][C:14]([S:17](Cl)(=[O:19])=[O:18])=[CH:13][CH:12]=1.Cl.